Dataset: Experimentally validated miRNA-target interactions with 360,000+ pairs, plus equal number of negative samples. Task: Binary Classification. Given a miRNA mature sequence and a target amino acid sequence, predict their likelihood of interaction. (1) The miRNA is hsa-miR-4710 with sequence GGGUGAGGGCAGGUGGUU. The protein sequence of the target gene is MAISSSSCLGLICSLLCHWVGTASSLNLEDPNVCSHWESYSVTVQESYPHPFDQIYYTSCTDILNWFKCTRHRISYRTAYRHGEKTMYRRKSQCCPGFYESRDMCVPHCADKCVHGRCIAPNTCQCEPGWGGTNCSSACDGDHWGPHCSSRCQCKNRALCNPITGACHCAAGYRGWRCEDRCEQGTYGNDCHQRCQCQNGATCDHITGECRCSPGYTGAFCEDLCPPGKHGPHCEQRCPCQNGGVCHHVTGECSCPSGWMGTVCGQPCPEGRFGKNCSQECQCHNGGTCDAATGQCHCSP.... Result: 0 (no interaction). (2) The miRNA is hsa-miR-1225-3p with sequence UGAGCCCCUGUGCCGCCCCCAG. The protein sequence of the target gene is MGWTMRLVTAALLLGLMMVVTGDEDENSPCAHEALLDEDTLFCQGLEVFYPELGNIGCKVVPDCNNYRQKITSWMEPIVKFPGAVDGATYILVMVDPDAPSRAEPRQRFWRHWLVTDIKGADLKKGKIQGQELSAYQAPSPPAHSGFHRYQFFVYLQEGKVISLLPKENKTRGSWKMDRFLNRFHLGEPEASTQFMTQNYQDSPTLQAPRERASEPKHKNQAEIAAC. Result: 0 (no interaction). (3) The miRNA is hsa-miR-6776-5p with sequence UCUGGGUGCAGUGGGGGUU. The protein sequence of the target gene is MSDSPAGSNPRTPESSGSGSGGGGKRPAVPAAVSLLPPADPLRQANRLPIRVLKMLSAHTGHLLHPEYLQPLSSTPVSPIELDAKKSPLALLAQTCSQIGKPDPPPSSKLNSVAAAANGLGAEKDPGRSAPGAASAAAALKQLGDSPAEDKSSFKPYSKGSGGGDSRKDSGSSSVSSTSSSSSSSPGDKAGFRVPSAACPPFPPHGAPVSASSSSSSPGGSRGGSPHHSDCKNGGGVGGGELDKKDQEPKPSPEPAAVSRGGGGEPGAHGGAESGASGRKSEPPSALVGAGHVAPVSPYK.... Result: 1 (interaction). (4) The miRNA is mmu-miR-5126 with sequence GCGGGCGGGGCCGGGGGCGGGG. The protein sequence of the target gene is MMKIRHKNKKPGKGSKGCKKPARQNGKKVTSRPSSAPQIVHGNDHASREAELKKKRVEEMREKQQVAREQERQRHRTMESYCQDVLKRQQEFEQKEEVLQELNMFPQLDDEATRKAYYKEFRKVVEYSDVILEVLDARDPLGCRCFQMEETVLRAEGNKKLVLVLNKIDLVPKEIVEKWLEYLLNELPTVAFKASTQHHQVKNLTRCKVPVDQASESLLKSRACFGAENLMRVLGNYCRLGEVRGHIRVGVVGLPNVGKSSLINSLKRSRACSVGAVPGVTKFMQEVYLDKFIRLLDAPG.... Result: 1 (interaction). (5) The miRNA is mmu-miR-133a-5p with sequence GCUGGUAAAAUGGAACCAAAU. The protein sequence of the target gene is MSRSRQPPLVTGISPNEGIPWTKVTIRGENLGTGPTDLIGLTICGHNCLLTAEWMSASKIVCRVGQAKNDKGDIIVTTKSGGKGTSTVSFKLLKPEKIGILDQSAVWVDEMNYYDMRTDRNKGIPPLSLRPANPLGIEIEKCKLPQKNLEVLFHGMSADFTSENFSAAWYLIENHSTTSFEQLKMAVTNLKRQANKKSEGSLAYVKGGLSTFFEAQDALSAIHQKLEADGTEKVEGSMTQKLENVLNRASNTADTLFQEVLGRKDKADSTRNALNVLQRFKFLFNLPLNIKRNIQKGDYD.... Result: 0 (no interaction). (6) The miRNA is rno-miR-338-3p with sequence UCCAGCAUCAGUGAUUUUGUUGA. The protein sequence of the target gene is MGCGLNKLEKRDEKRPGNIYSTLKRPQVETKIDVSYEYRFLEFTTLSAAELPGSSAVRLASLRDLPAQLLELYQQGFSLAALHPFVQPTHEREKTPLEHIFRAILIKKTDRSQKTDLHNEGYILELDCCSSLDHPTDQKLIPEFIKKIQEAASQGLKFVGVIPQYHSSVNSAGSSAPVSTANSTEDARDAKNARGDHASLENEKPGTGDVCSAPAGRNQSPEPSSGPRGEVPLAKQPSSPSGEGDGGELSPQGVSKTLDGPESNPLEVHEEPLSGKMEIFTLFNKPKSHQKCRQYYPVTI.... Result: 0 (no interaction). (7) The miRNA is mmu-miR-10a-5p with sequence UACCCUGUAGAUCCGAAUUUGUG. The protein sequence of the target gene is MEAPPVTMMPVTGGTINMMEYLLQGSVLDHSLESLIHRLRGLCDNMEPETFLDHEMVFLLKGQQASPFVLRARRSMDRAGAPWHLRYLGQPEMGDKNRHALVRNCVDIATSENLTDFLMEMGFRMDHEFVAKGHLFRKGIMKVVVYKIFRILVPGNTDSTEALSLSYLVELSVVAPAGQDMVSDDMRNFAEQLKPLVHLEKIDPKRLM. Result: 1 (interaction). (8) The miRNA is mmu-miR-1900 with sequence GGCCGCCCUCUCUGGUCCUUCA. The protein sequence of the target gene is MEDSGKTFSSEEEEANYWKDLAMTYKQRAENTQEELREFQEGSREYEAELETQLQQIETRNRDLLSENNRLRMELETIKEKFEVQHSEGYRQISALEDDLAQTKAIKDQLQKYIRELEQANDDLERAKRATIMSLEDFEQRLNQAIERNAFLESELDEKENLLESVQRLKDEARDLRQELAVQQKQEKPRTPMPSSVEAERTDTAVQATGSVPSTPIAHRGPSSSLNTPGSFRRGLDDSTGGTPLTPAARISALNIVGDLLRKVGALESKLASCRNLVYDQSPNRTGGPASGRSSKNRDG.... Result: 0 (no interaction). (9) The miRNA is hsa-miR-4438 with sequence CACAGGCUUAGAAAAGACAGU. The protein sequence of the target gene is MVARRRKCAARDPEDRIPSPLGYAAIPIKFSEKQQASHYLYVRAHGVRQGTKSTWPQKRTLFVLNVPPYCTEESLSRLLSTCGLVQSVELQEKPDLAESPKESRSKFFHPKPVPGFQVAYVVFQKPSGVSAALALKGPLLVSTESHPVKSGIHKWISDYADSVPDPEALRVEVDTFMEAYDQKIAEEEAKAKEEEGVPDEEGWVKVTRRGRRPVLPRTEAASLRVLERERRKRSRKELLNFYAWQHRESKMEHLAQLRKKFEEDKQRIELLRAQRKFRPY. Result: 1 (interaction).